The task is: Predict the product of the given reaction.. This data is from Forward reaction prediction with 1.9M reactions from USPTO patents (1976-2016). (1) Given the reactants C([O:8][C:9](=[O:35])[CH2:10][C@@H:11]([NH:16][C:17](=[O:34])[CH2:18][CH2:19][CH2:20][CH2:21][CH2:22][CH2:23][CH2:24][CH2:25][N:26]([CH3:33])[C:27]1[CH:32]=[CH:31][CH:30]=[CH:29][CH:28]=1)[CH2:12][N:13]([CH3:15])[CH3:14])C1C=CC=CC=1.CN(C)C[C@H](NC(=O)CCCCCCCCN(C)CCC1C=CC=CC=1)CC(O)=O, predict the reaction product. The product is: [CH3:15][N:13]([CH3:14])[CH2:12][C@H:11]([NH:16][C:17](=[O:34])[CH2:18][CH2:19][CH2:20][CH2:21][CH2:22][CH2:23][CH2:24][CH2:25][N:26]([CH3:33])[C:27]1[CH:32]=[CH:31][CH:30]=[CH:29][CH:28]=1)[CH2:10][C:9]([OH:35])=[O:8]. (2) Given the reactants [Cl:1][C:2]1[N:11]=[C:10]([N:12]2[CH2:16][CH2:15][C@H:14]([NH:17]C(=O)OC(C)(C)C)[CH2:13]2)[C:9]2[CH2:8][CH2:7][CH2:6][CH2:5][C:4]=2[N:3]=1.[NH2:25][C:26]1[CH:27]=[C:28]([CH:31]=[C:32]([NH2:34])[CH:33]=1)[C:29]#[N:30], predict the reaction product. The product is: [ClH:1].[ClH:1].[NH2:25][C:26]1[CH:27]=[C:28]([CH:31]=[C:32]([NH:34][C:2]2[N:11]=[C:10]([N:12]3[CH2:16][CH2:15][C@H:14]([NH2:17])[CH2:13]3)[C:9]3[CH2:8][CH2:7][CH2:6][CH2:5][C:4]=3[N:3]=2)[CH:33]=1)[C:29]#[N:30]. (3) The product is: [CH3:11][C@H:10]1[N:12]2[C:20]3[CH:19]=[C:18]([C:21]([O:23][CH2:24][CH3:25])=[O:22])[CH:17]=[CH:16][C:15]=3[CH:14]=[C:13]2[C:6](=[O:5])[NH:8][CH2:9]1. Given the reactants C([O:5][C:6]([NH:8][CH2:9][C@H:10]([N:12]1[C:20]2[C:15](=[CH:16][CH:17]=[C:18]([C:21]([O:23][CH2:24][CH3:25])=[O:22])[CH:19]=2)[CH:14]=[C:13]1C(OCC)=O)[CH3:11])=O)(C)(C)C.C(O)(C(F)(F)F)=O.C([O-])([O-])=O.[K+].[K+], predict the reaction product. (4) Given the reactants Cl.[CH3:2][C:3]([CH3:8])([CH3:7])[C:4](=[NH:6])[NH2:5].Br[CH2:10][C:11](=O)[C:12]([CH3:15])([CH3:14])[CH3:13].C(N(CC)CC)C.O, predict the reaction product. The product is: [C:3]([C:4]1[NH:6][C:11]([C:12]([CH3:15])([CH3:14])[CH3:13])=[CH:10][N:5]=1)([CH3:8])([CH3:7])[CH3:2].